Dataset: Peptide-MHC class I binding affinity with 185,985 pairs from IEDB/IMGT. Task: Regression. Given a peptide amino acid sequence and an MHC pseudo amino acid sequence, predict their binding affinity value. This is MHC class I binding data. (1) The peptide sequence is KMTPWSAYW. The MHC is HLA-A31:01 with pseudo-sequence HLA-A31:01. The binding affinity (normalized) is 0.374. (2) The MHC is HLA-A23:01 with pseudo-sequence HLA-A23:01. The binding affinity (normalized) is 0.0847. The peptide sequence is DEYGPVFVE. (3) The peptide sequence is QLIPCMDVV. The MHC is H-2-Kb with pseudo-sequence H-2-Kb. The binding affinity (normalized) is 0.0748. (4) The peptide sequence is EYHLLYQKT. The MHC is HLA-A30:02 with pseudo-sequence HLA-A30:02. The binding affinity (normalized) is 0.0329. (5) The peptide sequence is YHSQGSWYK. The MHC is HLA-B46:01 with pseudo-sequence HLA-B46:01. The binding affinity (normalized) is 0.0847. (6) The peptide sequence is KIRLRPGGK. The MHC is HLA-A11:01 with pseudo-sequence HLA-A11:01. The binding affinity (normalized) is 0.0342. (7) The peptide sequence is HANNSTDTV. The MHC is HLA-A02:01 with pseudo-sequence HLA-A02:01. The binding affinity (normalized) is 0.0679.